From a dataset of Forward reaction prediction with 1.9M reactions from USPTO patents (1976-2016). Predict the product of the given reaction. (1) The product is: [Cl:1][C:2]1[CH:21]=[C:20]([F:22])[C:19]([N:23]2[C:28](=[O:29])[CH:27]=[C:26]([C:30]([F:31])([F:32])[F:33])[N:25]([CH3:34])[C:24]2=[O:35])=[CH:18][C:3]=1[O:4][C:5]1[CH:17]=[CH:16][CH:15]=[CH:14][C:6]=1[O:7][CH:8]([CH3:13])[C:9]([OH:11])=[O:10]. Given the reactants [Cl:1][C:2]1[CH:21]=[C:20]([F:22])[C:19]([N:23]2[C:28](=[O:29])[CH:27]=[C:26]([C:30]([F:33])([F:32])[F:31])[N:25]([CH3:34])[C:24]2=[O:35])=[CH:18][C:3]=1[O:4][C:5]1[CH:17]=[CH:16][CH:15]=[CH:14][C:6]=1[O:7][CH:8]([CH3:13])[C:9]([O:11]C)=[O:10].Cl.O.C(OCC)(=O)C, predict the reaction product. (2) Given the reactants [NH2:1][C:2]1[N:3]=[C:4]([NH:17][CH:18]2[CH2:23][CH2:22][NH:21][CH2:20][CH2:19]2)[S:5][C:6]=1[C:7]([C:9]1[C:14]([F:15])=[CH:13][CH:12]=[CH:11][C:10]=1[F:16])=[O:8].[N:24]1[CH:29]=[CH:28][CH:27]=[C:26]([S:30](Cl)(=[O:32])=[O:31])[CH:25]=1, predict the reaction product. The product is: [NH2:1][C:2]1[N:3]=[C:4]([NH:17][CH:18]2[CH2:23][CH2:22][N:21]([S:30]([C:26]3[CH:25]=[N:24][CH:29]=[CH:28][CH:27]=3)(=[O:32])=[O:31])[CH2:20][CH2:19]2)[S:5][C:6]=1[C:7]([C:9]1[C:14]([F:15])=[CH:13][CH:12]=[CH:11][C:10]=1[F:16])=[O:8]. (3) The product is: [Cl:14][C:15]1[CH:20]=[C:19]([C:2]2[CH:3]=[CH:4][C:5]3[N:11]4[CH2:12][C@H:8]([CH2:9][CH2:10]4)[NH:7][C:6]=3[N:13]=2)[CH:18]=[CH:17][CH:16]=1. Given the reactants Cl[C:2]1[CH:3]=[CH:4][C:5]2[N:11]3[CH2:12][C@H:8]([CH2:9][CH2:10]3)[NH:7][C:6]=2[N:13]=1.[Cl:14][C:15]1[CH:16]=[C:17](B(O)O)[CH:18]=[CH:19][CH:20]=1.C([O-])([O-])=O.[Cs+].[Cs+], predict the reaction product. (4) Given the reactants C(OC([N:8]1[CH2:13][CH2:12][CH:11]([N:14]2[C:18]3[CH:19]=[CH:20][CH:21]=[CH:22][C:17]=3[N:16]([CH2:23][C:24]3([CH3:35])[O:28][C:27]4=[N:29][C:30]([N+:32]([O-:34])=[O:33])=[CH:31][N:26]4[CH2:25]3)[C:15]2=[O:36])[CH2:10][CH2:9]1)=O)(C)(C)C.FC(F)(F)C(O)=O, predict the reaction product. The product is: [CH3:35][C:24]1([CH2:23][N:16]2[C:17]3[CH:22]=[CH:21][CH:20]=[CH:19][C:18]=3[N:14]([CH:11]3[CH2:12][CH2:13][NH:8][CH2:9][CH2:10]3)[C:15]2=[O:36])[O:28][C:27]2=[N:29][C:30]([N+:32]([O-:34])=[O:33])=[CH:31][N:26]2[CH2:25]1. (5) Given the reactants Br[C:2]1[N:3]=[C:4]2[C:10]([C:11]([NH:13][C:14]([CH3:17])([CH3:16])[CH3:15])=[O:12])=[CH:9][N:8]([CH2:18][O:19][CH2:20][CH2:21][Si:22]([CH3:25])([CH3:24])[CH3:23])[C:5]2=[N:6][CH:7]=1.[F:26][C:27]([F:38])([F:37])[C:28]1[CH:36]=[C:35]2[C:31]([CH:32]=[N:33][NH:34]2)=[CH:30][CH:29]=1.CC(C)([O-])C.[Na+], predict the reaction product. The product is: [C:14]([NH:13][C:11]([C:10]1[C:4]2[C:5](=[N:6][CH:7]=[C:2]([N:34]3[C:35]4[C:31](=[CH:30][CH:29]=[C:28]([C:27]([F:26])([F:38])[F:37])[CH:36]=4)[CH:32]=[N:33]3)[N:3]=2)[N:8]([CH2:18][O:19][CH2:20][CH2:21][Si:22]([CH3:25])([CH3:24])[CH3:23])[CH:9]=1)=[O:12])([CH3:17])([CH3:16])[CH3:15].